This data is from Catalyst prediction with 721,799 reactions and 888 catalyst types from USPTO. The task is: Predict which catalyst facilitates the given reaction. (1) Reactant: [CH3:1][O:2][C:3]1[CH:4]=[C:5]([CH:25]=[CH:26][C:27]=1[O:28][CH3:29])[CH2:6][N:7]1[C:12](=[O:13])[C:11]([CH3:14])=[C:10]([C:15]2[CH:20]=[CH:19][C:18]([OH:21])=[CH:17][C:16]=2[CH3:22])[N:9]([CH3:23])[C:8]1=[O:24].Cl[C:31]1[N:32]=[CH:33][CH:34]=[C:35]2[C:40]=1[N:39]=[CH:38][CH:37]=[CH:36]2.C(=O)([O-])[O-].[Cs+].[Cs+].C(P(C(C)(C)C)C1C(C)=C(C)C(C)=C(C)C=1C1C(C(C)C)=CC(C(C)C)=CC=1C(C)C)(C)(C)C. Product: [CH3:1][O:2][C:3]1[CH:4]=[C:5]([CH:25]=[CH:26][C:27]=1[O:28][CH3:29])[CH2:6][N:7]1[C:12](=[O:13])[C:11]([CH3:14])=[C:10]([C:15]2[CH:20]=[CH:19][C:18]([O:21][C:31]3[N:32]=[CH:33][CH:34]=[C:35]4[C:40]=3[N:39]=[CH:38][CH:37]=[CH:36]4)=[CH:17][C:16]=2[CH3:22])[N:9]([CH3:23])[C:8]1=[O:24]. The catalyst class is: 160. (2) Reactant: [C:1]1(Cl)[CH:6]=[CH:5][CH:4]=[CH:3][CH:2]=1.[NH2:8][C:9]1[CH:14]=[CH:13][C:12]([CH3:15])=[CH:11][CH:10]=1.CC([O-])(C)C.[Na+]. Product: [C:1]1([NH:8][C:9]2[CH:14]=[CH:13][C:12]([CH3:15])=[CH:11][CH:10]=2)[CH:6]=[CH:5][CH:4]=[CH:3][CH:2]=1. The catalyst class is: 101. (3) Reactant: [F:1][C:2]1[CH:11]=[C:10]([F:12])[CH:9]=[C:8]2[C:3]=1[C:4]([NH:20][C:21]1[C:26](I)=[CH:25][N:24]=[C:23]([N:28]3[CH2:33][CH2:32][O:31][CH2:30][CH2:29]3)[CH:22]=1)=[C:5]([CH3:19])[C:6]([C:13]1[CH:18]=[CH:17][CH:16]=[CH:15][N:14]=1)=[N:7]2.[F:34][C:35]([F:47])([F:46])[O:36][C:37]1[CH:38]=[C:39](B(O)O)[CH:40]=[CH:41][CH:42]=1.C1(P(C2CCCCC2)C2CCCCC2)CCCCC1.[O-]P([O-])([O-])=O.[K+].[K+].[K+]. Product: [F:1][C:2]1[CH:11]=[C:10]([F:12])[CH:9]=[C:8]2[C:3]=1[C:4]([NH:20][C:21]1[C:26]([C:39]3[CH:40]=[CH:41][CH:42]=[C:37]([O:36][C:35]([F:34])([F:46])[F:47])[CH:38]=3)=[CH:25][N:24]=[C:23]([N:28]3[CH2:33][CH2:32][O:31][CH2:30][CH2:29]3)[CH:22]=1)=[C:5]([CH3:19])[C:6]([C:13]1[CH:18]=[CH:17][CH:16]=[CH:15][N:14]=1)=[N:7]2. The catalyst class is: 127. (4) Reactant: [CH3:1][O:2][C:3]1[CH:12]=[CH:11][C:10]2[C:5](=[CH:6][CH:7]=[C:8](Br)[CH:9]=2)[CH:4]=1.[Li]CCCC.[F:19][C:20]([F:29])([F:28])[CH:21]1[CH2:26][CH2:25][C:24](=[O:27])[CH2:23][CH2:22]1. Product: [CH3:1][O:2][C:3]1[CH:4]=[C:5]2[C:10](=[CH:11][CH:12]=1)[CH:9]=[C:8]([C:24]1([OH:27])[CH2:23][CH2:22][CH:21]([C:20]([F:28])([F:29])[F:19])[CH2:26][CH2:25]1)[CH:7]=[CH:6]2. The catalyst class is: 1. (5) Product: [C:6]([O:10][C:11](=[O:23])[NH:12][C:13]1[CH:18]=[C:17]([O:5][CH2:4][CH:1]2[CH2:3][CH2:2]2)[C:16]([Cl:20])=[CH:15][C:14]=1[CH:21]=[O:22])([CH3:9])([CH3:7])[CH3:8]. Reactant: [CH:1]1([CH2:4][OH:5])[CH2:3][CH2:2]1.[C:6]([O:10][C:11](=[O:23])[NH:12][C:13]1[CH:18]=[C:17](O)[C:16]([Cl:20])=[CH:15][C:14]=1[CH:21]=[O:22])([CH3:9])([CH3:8])[CH3:7].C1(P(C2C=CC=CC=2)C2C=CC=CC=2)C=CC=CC=1.CC(OC(/N=N/C(OC(C)C)=O)=O)C. The catalyst class is: 1. (6) Reactant: [C:1]([O:4]CC)(=[O:3])[CH3:2].[C:7]1([NH:13][N:14]=[CH:15][C@@H:16]([C@H:18]([C@H:20]([CH3:22])[OH:21])[OH:19])[OH:17])[CH:12]=[CH:11][CH:10]=[CH:9][CH:8]=1.C([O:26][C:27](=[O:29])[CH3:28])(=O)C. Product: [C:7]1([NH:13][N:14]=[CH:15][C@@H:16]([C@H:18]([C@H:20]([C:22]([O:4][C:1](=[O:3])[CH3:2])([O:26][C:27](=[O:29])[CH3:28])[O:4][C:1](=[O:3])[CH3:2])[OH:21])[OH:19])[OH:17])[CH:8]=[CH:9][CH:10]=[CH:11][CH:12]=1. The catalyst class is: 777.